From a dataset of Full USPTO retrosynthesis dataset with 1.9M reactions from patents (1976-2016). Predict the reactants needed to synthesize the given product. (1) Given the product [C:17]([C:16]1[O:3][C:13]([C:4]([OH:7])=[O:6])=[CH:14][CH:15]=1)#[N:12], predict the reactants needed to synthesize it. The reactants are: Cl.N[OH:3].[C:4]([O:7]C(=O)C)(=[O:6])C.O.[N:12]1[CH:17]=[CH:16][CH:15]=[CH:14][CH:13]=1. (2) Given the product [CH2:1]([O:3][C:4]([C:6]1[N:7]([CH3:16])[N:8]=[C:9]([C:12]([CH3:15])([CH3:14])[CH3:13])[C:10]=1[C:17]#[N:18])=[O:5])[CH3:2], predict the reactants needed to synthesize it. The reactants are: [CH2:1]([O:3][C:4]([C:6]1[N:7]([CH3:16])[N:8]=[C:9]([C:12]([CH3:15])([CH3:14])[CH3:13])[C:10]=1Br)=[O:5])[CH3:2].[C:17]([Cu])#[N:18].C(Cl)Cl.